Predict the reactants needed to synthesize the given product. From a dataset of Full USPTO retrosynthesis dataset with 1.9M reactions from patents (1976-2016). Given the product [CH2:1]([C:5]1[N:9]([C:10]2[CH:11]=[CH:12][C:13]([NH:16][C:17]([NH:47][CH2:44][CH3:43])=[O:18])=[CH:14][CH:15]=2)[N:8]=[N:7][C:6]=1[C:24]([NH:26][CH:27]1[CH2:29][CH2:28]1)=[O:25])[CH2:2][CH:3]=[CH2:4], predict the reactants needed to synthesize it. The reactants are: [CH2:1]([C:5]1[N:9]([C:10]2[CH:15]=[CH:14][C:13]([NH:16][C:17](=O)[O:18]C(C)(C)C)=[CH:12][CH:11]=2)[N:8]=[N:7][C:6]=1[C:24]([NH:26][CH:27]1[CH2:29][CH2:28]1)=[O:25])[CH2:2][CH:3]=[CH2:4].FC(F)(F)C(O)=O.ClC(OC1C=C[C:44]([N+:47]([O-])=O)=[CH:43]C=1)=O.C(N)C.